From a dataset of CYP2D6 inhibition data for predicting drug metabolism from PubChem BioAssay. Regression/Classification. Given a drug SMILES string, predict its absorption, distribution, metabolism, or excretion properties. Task type varies by dataset: regression for continuous measurements (e.g., permeability, clearance, half-life) or binary classification for categorical outcomes (e.g., BBB penetration, CYP inhibition). Dataset: cyp2d6_veith. (1) The drug is C[C@@H](c1ccccc1)N1C(=O)[C@@H]2CC=C3C(=O)[C@H]4O[C@H]4[C@@H](O)[C@H]3[C@H]2C1=O. The result is 0 (non-inhibitor). (2) The compound is COC(=O)[C@@]1(Cc2ccc(OC)cc2)[C@H]2c3cc(C(=O)N(C)C)n(C[C@H](O)CO)c3C[C@H]2CN1C(=O)c1ccccc1. The result is 0 (non-inhibitor).